Dataset: Reaction yield outcomes from USPTO patents with 853,638 reactions. Task: Predict the reaction yield, written as a fraction of the theoretical maximum amount of product (1.0 means a 100% yield; for example, 0.34 means a 34% yield). (1) The reactants are [Cl:1][C:2]1[CH:7]=[CH:6][CH:5]=[CH:4][C:3]=1[NH:8][C:9](=[O:13])[O:10][CH2:11][CH3:12].[H-].[Na+].Cl[C:17]1[C:22]([N+:23]([O-:25])=[O:24])=[CH:21][C:20]([N+:26]([O-:28])=[O:27])=[CH:19][C:18]=1[C:29]([F:32])([F:31])[F:30].Cl. The catalyst is COCCOCCOC. The product is [Cl:1][C:2]1[CH:7]=[CH:6][CH:5]=[CH:4][C:3]=1[N:8]([C:17]1[C:18]([C:29]([F:31])([F:32])[F:30])=[CH:19][C:20]([N+:26]([O-:28])=[O:27])=[CH:21][C:22]=1[N+:23]([O-:25])=[O:24])[C:9](=[O:13])[O:10][CH2:11][CH3:12]. The yield is 0.930. (2) The yield is 1.00. The catalyst is CO.[Pd]. The product is [C:1]([O:5][C:6](=[O:7])[NH:8][CH:9]1[CH:13]([OH:14])[CH2:12][NH:11][CH2:10]1)([CH3:4])([CH3:2])[CH3:3]. The reactants are [C:1]([O:5][C:6]([NH:8][C@H:9]1[C@H:13]([OH:14])[CH2:12][N:11](C(OCC2C=CC=CC=2)=O)[CH2:10]1)=[O:7])([CH3:4])([CH3:3])[CH3:2]. (3) The reactants are Cl[CH:2]([CH2:6][CH:7]=O)[C:3](=[O:5])[CH3:4].[NH2:9][C:10]1[N:15]=[CH:14][CH:13]=[CH:12][N:11]=1. The catalyst is C(O)C. The product is [CH3:7][C:6]1[N:9]=[C:10]2[N:15]=[CH:14][CH:13]=[CH:12][N:11]2[C:2]=1[C:3](=[O:5])[CH3:4]. The yield is 0.218. (4) The reactants are [CH2:1]([O:3][C:4]1[CH:10]=[CH:9][CH:8]=[CH:7][C:5]=1[NH2:6])[CH3:2].P(=O)(O)(O)O.[N+]([O-])(O)=O.[N:20]([O-])=O.[Na+].C([O-])(=O)C.[K+].[C:29]([CH2:32][C:33](=[O:35])[CH3:34])(=[O:31])[CH3:30]. The catalyst is O.C(O)C. The product is [CH2:1]([O:3][C:4]1[CH:10]=[CH:9][CH:8]=[CH:7][C:5]=1[NH:6][N:20]=[C:32]([C:33](=[O:35])[CH3:34])[C:29](=[O:31])[CH3:30])[CH3:2]. The yield is 0.550. (5) The yield is 0.440. No catalyst specified. The reactants are Cl[CH2:2][C:3]1[CH:29]=[CH:28][C:6]([C:7]([NH:9][C:10]2[S:11][C:12]([C:20]([CH:22]3[CH2:27][CH2:26][O:25][CH2:24][CH2:23]3)=[O:21])=[C:13]([C:15]3[O:16][CH:17]=[CH:18][CH:19]=3)[N:14]=2)=[O:8])=[CH:5][CH:4]=1.[CH3:30][NH:31][CH3:32].C1COCC1. The product is [CH3:30][N:31]([CH2:2][C:3]1[CH:29]=[CH:28][C:6]([C:7]([NH:9][C:10]2[S:11][C:12]([C:20]([CH:22]3[CH2:27][CH2:26][O:25][CH2:24][CH2:23]3)=[O:21])=[C:13]([C:15]3[O:16][CH:17]=[CH:18][CH:19]=3)[N:14]=2)=[O:8])=[CH:5][CH:4]=1)[CH3:32]. (6) The reactants are C(OC([NH:11][C:12]1[C:13]([C:29]([NH:31][C:32]2[CH:33]=[N:34][CH:35]=[CH:36][C:37]=2[N:38]2[CH2:43][C@H:42]([CH3:44])[C@H:41]([NH:45][C:46](=[O:49])[O:47][CH3:48])[C@H:40]([NH:50]C(=O)OC(C)(C)C)[CH2:39]2)=[O:30])=[N:14][C:15]2[C:20]([CH:21]=1)=[CH:19][CH:18]=[C:17]([C:22]1[CH2:23][CH2:24][N:25]([CH3:28])[CH2:26][CH:27]=1)[CH:16]=2)=O)C1C=CC=CC=1. The catalyst is CO.[Pd]. The product is [NH2:50][C@H:40]1[C@@H:41]([NH:45][C:46](=[O:49])[O:47][CH3:48])[C@@H:42]([CH3:44])[CH2:43][N:38]([C:37]2[CH:36]=[CH:35][N:34]=[CH:33][C:32]=2[NH:31][C:29]([C:13]2[C:12]([NH2:11])=[CH:21][C:20]3[C:15](=[CH:16][C:17]([CH:22]4[CH2:27][CH2:26][N:25]([CH3:28])[CH2:24][CH2:23]4)=[CH:18][CH:19]=3)[N:14]=2)=[O:30])[CH2:39]1. The yield is 0.660. (7) The reactants are [C:1]([O:5][C:6]([N:8]1[CH:12]([C:13]2[CH:18]=[CH:17][C:16](I)=[CH:15][CH:14]=2)[CH2:11][O:10][C:9]1([CH3:21])[CH3:20])=[O:7])([CH3:4])([CH3:3])[CH3:2].[CH3:22][N:23](C=O)C. The catalyst is [C-]#N.[Zn+2].[C-]#N. The product is [C:1]([O:5][C:6]([N:8]1[CH:12]([C:13]2[CH:18]=[CH:17][C:16]([C:22]#[N:23])=[CH:15][CH:14]=2)[CH2:11][O:10][C:9]1([CH3:21])[CH3:20])=[O:7])([CH3:4])([CH3:3])[CH3:2]. The yield is 0.550.